This data is from Catalyst prediction with 721,799 reactions and 888 catalyst types from USPTO. The task is: Predict which catalyst facilitates the given reaction. (1) Reactant: COC1C=CC(C[N:8]2[CH:12]=[C:11]([NH:13][C:14](=[O:16])[CH3:15])[C:10]([C:17]3[NH:18][CH:19]=[C:20]([C:22]4[CH:27]=[CH:26][CH:25]=[CH:24][CH:23]=4)[N:21]=3)=[N:9]2)=CC=1.C1(OC)C=CC=CC=1. Product: [C:22]1([C:20]2[N:21]=[C:17]([C:10]3[C:11]([NH:13][C:14](=[O:16])[CH3:15])=[CH:12][NH:8][N:9]=3)[NH:18][CH:19]=2)[CH:23]=[CH:24][CH:25]=[CH:26][CH:27]=1. The catalyst class is: 55. (2) The catalyst class is: 70. Product: [CH3:17][C:16]1[CH:15]=[C:14]([CH3:18])[NH:13][C:12](=[O:19])[C:11]=1[CH2:10][NH:9][C:7]([C:6]1[CH:20]=[C:2]([C:33]2[CH:34]=[CH:35][C:36]([CH:38]=[O:39])=[CH:37][C:32]=2[F:31])[CH:3]=[C:4]([N:22]([CH2:29][CH3:30])[CH:23]2[CH2:28][CH2:27][O:26][CH2:25][CH2:24]2)[C:5]=1[CH3:21])=[O:8]. Reactant: Br[C:2]1[CH:3]=[C:4]([N:22]([CH2:29][CH3:30])[CH:23]2[CH2:28][CH2:27][O:26][CH2:25][CH2:24]2)[C:5]([CH3:21])=[C:6]([CH:20]=1)[C:7]([NH:9][CH2:10][C:11]1[C:12](=[O:19])[NH:13][C:14]([CH3:18])=[CH:15][C:16]=1[CH3:17])=[O:8].[F:31][C:32]1[CH:37]=[C:36]([CH:38]=[O:39])[CH:35]=[CH:34][C:33]=1B(O)O.C([O-])([O-])=O.[Na+].[Na+]. (3) Reactant: [CH:1]([C:4]1[N:8]=[C:7]([N:9]2[CH2:14][CH2:13][CH:12]([OH:15])[CH2:11][CH2:10]2)[O:6][N:5]=1)([CH3:3])[CH3:2].[H-].[Na+].[Br:18][C:19]1[CH:28]=[CH:27][C:22]2[N:23]=[C:24](Cl)[S:25][C:21]=2[CH:20]=1. Product: [Br:18][C:19]1[CH:28]=[CH:27][C:22]2[N:23]=[C:24]([O:15][CH:12]3[CH2:11][CH2:10][N:9]([C:7]4[O:6][N:5]=[C:4]([CH:1]([CH3:3])[CH3:2])[N:8]=4)[CH2:14][CH2:13]3)[S:25][C:21]=2[CH:20]=1. The catalyst class is: 20. (4) Reactant: [F:1][C:2]1([F:23])[CH2:7][CH2:6][CH:5]([NH:8][C:9]([NH:11][C:12]([NH:14][CH:15]2[CH2:20][CH2:19][C:18]([F:22])([F:21])[CH2:17][CH2:16]2)=[NH:13])=[NH:10])[CH2:4][CH2:3]1.[F:24][C:25]1[C:26]([C:32](OC)=O)=[N:27][C:28]([F:31])=[CH:29][CH:30]=1.C[O-].[Na+].O. Product: [F:1][C:2]1([F:23])[CH2:7][CH2:6][CH:5]([NH:8][C:9]2[N:11]=[C:12]([NH:14][CH:15]3[CH2:20][CH2:19][C:18]([F:21])([F:22])[CH2:17][CH2:16]3)[N:13]=[C:32]([C:26]3[C:25]([F:24])=[CH:30][CH:29]=[C:28]([F:31])[N:27]=3)[N:10]=2)[CH2:4][CH2:3]1. The catalyst class is: 5. (5) Reactant: [Cl:1][C:2]1[C:3]([CH2:8][NH:9][C:10]([CH:12]2[CH2:20][CH2:19][CH2:18][C:17]3[N:16]([CH3:21])[N:15]=[CH:14][C:13]2=3)=O)=[N:4][CH:5]=[CH:6][N:7]=1.O=P(Cl)(Cl)Cl.CN(C=O)C. Product: [Cl:1][C:2]1[C:3]2[N:4]([C:10]([CH:12]3[CH2:20][CH2:19][CH2:18][C:17]4[N:16]([CH3:21])[N:15]=[CH:14][C:13]3=4)=[N:9][CH:8]=2)[CH:5]=[CH:6][N:7]=1. The catalyst class is: 23. (6) Reactant: [CH2:1]([O:3][C:4](=[O:22])[CH2:5][NH:6][CH2:7][CH2:8][NH:9][S:10]([C:13]1[S:14][C:15]2[CH:21]=[CH:20][CH:19]=[CH:18][C:16]=2[N:17]=1)(=[O:12])=[O:11])[CH3:2].[CH3:23][O:24][C:25]1[CH:48]=[CH:47][C:28]([CH2:29][O:30][C:31]([NH:33][C:34]2[N:42]=[CH:41][N:40]=[C:39]3[C:35]=2[N:36]=[CH:37][N:38]3[CH2:43][C:44](O)=[O:45])=[O:32])=[CH:27][CH:26]=1.CN(C(ON1N=NC2C=CC=CC1=2)=[N+](C)C)C.F[P-](F)(F)(F)(F)F.C(N(C(C)C)CC)(C)C.Cl. Product: [CH2:1]([O:3][C:4](=[O:22])[CH2:5][N:6]([CH2:7][CH2:8][NH:9][S:10]([C:13]1[S:14][C:15]2[CH:21]=[CH:20][CH:19]=[CH:18][C:16]=2[N:17]=1)(=[O:12])=[O:11])[C:44](=[O:45])[CH2:43][N:38]1[CH:37]=[N:36][C:35]2[C:39]1=[N:40][CH:41]=[N:42][C:34]=2[NH:33][C:31]([O:30][CH2:29][C:28]1[CH:47]=[CH:48][C:25]([O:24][CH3:23])=[CH:26][CH:27]=1)=[O:32])[CH3:2]. The catalyst class is: 3.